Dataset: Forward reaction prediction with 1.9M reactions from USPTO patents (1976-2016). Task: Predict the product of the given reaction. (1) Given the reactants FC(F)(F)C(O)=O.[OH:8][CH:9]1[CH2:13][CH2:12][N:11]([C:14]2[CH:15]=[C:16]([C:24]([O:26][CH3:27])=[O:25])[CH:17]=[C:18]([CH:23]=2)[C:19]([O:21][CH3:22])=[O:20])[CH2:10]1.N1C=CC=CC=1.CS(C)=O.C1(N=C=NC2CCCCC2)CCCCC1, predict the reaction product. The product is: [O:8]=[C:9]1[CH2:13][CH2:12][N:11]([C:14]2[CH:23]=[C:18]([C:19]([O:21][CH3:22])=[O:20])[CH:17]=[C:16]([CH:15]=2)[C:24]([O:26][CH3:27])=[O:25])[CH2:10]1. (2) Given the reactants F[C:2]1[CH:3]=[C:4]2[C:8](=[CH:9][CH:10]=1)[C:7](=[O:11])[CH2:6][CH2:5]2.[NH:12]1[CH:16]=[CH:15][CH:14]=[N:13]1.C(=O)([O-])[O-].[K+].[K+], predict the reaction product. The product is: [N:12]1([C:2]2[CH:3]=[C:4]3[C:8](=[CH:9][CH:10]=2)[C:7](=[O:11])[CH2:6][CH2:5]3)[CH:16]=[CH:15][CH:14]=[N:13]1.